Dataset: Full USPTO retrosynthesis dataset with 1.9M reactions from patents (1976-2016). Task: Predict the reactants needed to synthesize the given product. (1) Given the product [CH3:10][O:9][C:7]1[CH:8]=[C:3]([O:2][CH3:1])[N:4]=[C:5]([N:11]2[C:20](=[O:21])[C:19]3[C:14](=[CH:15][C:16]([C:22]([NH:66][CH:63]4[CH2:64][CH2:65][N:60]([CH3:59])[CH2:61][CH2:62]4)=[O:23])=[CH:17][CH:18]=3)[NH:13][C:12]2=[S:25])[N:6]=1, predict the reactants needed to synthesize it. The reactants are: [CH3:1][O:2][C:3]1[CH:8]=[C:7]([O:9][CH3:10])[N:6]=[C:5]([N:11]2[C:20](=[O:21])[C:19]3[C:14](=[CH:15][C:16]([C:22](O)=[O:23])=[CH:17][CH:18]=3)[NH:13][C:12]2=[S:25])[N:4]=1.CN(C(ON1N=NC2C=CC=NC1=2)=[N+](C)C)C.F[P-](F)(F)(F)(F)F.CCN(C(C)C)C(C)C.[CH3:59][N:60]1[CH2:65][CH2:64][CH:63]([NH2:66])[CH2:62][CH2:61]1. (2) Given the product [Br:14][C:15]1[CH:16]=[C:17]([CH:20]=[C:21]([Br:23])[CH:22]=1)[CH2:18][N:10]1[CH:9]=[CH:8][CH:7]=[C:3]([C:4]([OH:6])=[O:5])[C:2]1=[O:1], predict the reactants needed to synthesize it. The reactants are: [OH:1][C:2]1[N:10]=[CH:9][CH:8]=[CH:7][C:3]=1[C:4]([OH:6])=[O:5].O.[OH-].[K+].[Br:14][C:15]1[CH:16]=[C:17]([CH:20]=[C:21]([Br:23])[CH:22]=1)[CH2:18]Br. (3) Given the product [O:1]=[C:2]1[O:6][C@H:5]2[CH2:7][S:8][C@@H:9]([CH2:10][CH2:11][CH2:12][CH2:13][C:14]([O:16][CH2:17][C:18]3[CH:23]=[CH:22][CH:21]=[CH:20][CH:19]=3)=[O:15])[C@H:4]2[O:3]1, predict the reactants needed to synthesize it. The reactants are: [O:1]=[C:2]1[O:6][C@H:5]2[CH2:7][S:8][C@@H:9]([CH2:10][CH2:11]/[CH:12]=[CH:13]/[C:14]([O:16][CH2:17][C:18]3[CH:23]=[CH:22][CH:21]=[CH:20][CH:19]=3)=[O:15])[C@H:4]2[O:3]1.[H][H]. (4) Given the product [CH2:2]([O:9][C:10]1[CH:15]=[C:14]([CH:31]([OH:33])[CH3:32])[CH:13]=[N:12][C:11]=1[NH:17][C:18]1[S:19][CH:20]=[C:21]([CH3:23])[N:22]=1)[C:3]1[CH:8]=[CH:7][CH:6]=[CH:5][CH:4]=1, predict the reactants needed to synthesize it. The reactants are: Cl.[CH2:2]([O:9][C:10]1[C:11]([NH:17][C:18]2[S:19][CH:20]=[C:21]([CH3:23])[N:22]=2)=[N:12][CH:13]=[C:14](Br)[CH:15]=1)[C:3]1[CH:8]=[CH:7][CH:6]=[CH:5][CH:4]=1.[Li]C.C([Li])CCC.[CH:31](=[O:33])[CH3:32]. (5) Given the product [CH2:1]([O:3][C:4]([C:6]1([CH2:17][C:16]#[N:19])[CH2:15][CH2:14][C:9]2([O:10][CH2:11][CH2:12][O:13]2)[CH2:8][CH2:7]1)=[O:5])[CH3:2], predict the reactants needed to synthesize it. The reactants are: [CH2:1]([O:3][C:4]([CH:6]1[CH2:15][CH2:14][C:9]2([O:13][CH2:12][CH2:11][O:10]2)[CH2:8][CH2:7]1)=[O:5])[CH3:2].[CH:16]([N-:19]C(C)C)(C)[CH3:17].[Li+].BrCC#N.Cl.